From a dataset of TCR-epitope binding with 47,182 pairs between 192 epitopes and 23,139 TCRs. Binary Classification. Given a T-cell receptor sequence (or CDR3 region) and an epitope sequence, predict whether binding occurs between them. The epitope is GMFNMLSTVLGVS. The TCR CDR3 sequence is CASSLEGQGDTQYF. Result: 0 (the TCR does not bind to the epitope).